From a dataset of Catalyst prediction with 721,799 reactions and 888 catalyst types from USPTO. Predict which catalyst facilitates the given reaction. (1) Reactant: [F:1][C:2]1([F:30])[CH2:5][N:4]([C:6]([C:8]2[CH:9]=[C:10]3[C:15](=[CH:16][CH:17]=2)[CH:14]=[N:13][CH:12]=[C:11]3[C:18]2[CH:23]=[CH:22][C:21]([C:24]3[CH:25]=[N:26][N:27]([CH3:29])[CH:28]=3)=[CH:20][CH:19]=2)=[O:7])[CH2:3]1.ClC1C=C(C=CC=1)C(OO)=O.C([O-])(O)=O.[Na+].[N:47]1C=CC=CC=1.C1(C)C=CC(S(Cl)(=O)=O)=CC=1.C(CN)O. Product: [NH2:47][C:14]1[C:15]2[C:10](=[CH:9][C:8]([C:6]([N:4]3[CH2:5][C:2]([F:1])([F:30])[CH2:3]3)=[O:7])=[CH:17][CH:16]=2)[C:11]([C:18]2[CH:19]=[CH:20][C:21]([C:24]3[CH:25]=[N:26][N:27]([CH3:29])[CH:28]=3)=[CH:22][CH:23]=2)=[CH:12][N:13]=1. The catalyst class is: 34. (2) Reactant: [NH:1]1[C:5]([C:6]2[CH:11]=[CH:10][CH:9]=[CH:8][C:7]=2B(O)O)=[N:4][N:3]=[N:2]1.Br[C:16]1[CH:17]=[C:18]([F:42])[C:19]([N:33]([CH2:38][CH:39]([CH3:41])[CH3:40])[CH2:34][CH:35]([CH3:37])[CH3:36])=[C:20]([NH:22][C:23]([NH:25][C:26]2[CH:31]=[CH:30][C:29]([CH3:32])=[CH:28][CH:27]=2)=[O:24])[CH:21]=1.C(=O)([O-])[O-].[K+].[K+].CC(O)=O. The catalyst class is: 128. Product: [CH2:34]([N:33]([CH2:38][CH:39]([CH3:41])[CH3:40])[C:19]1[C:18]([F:42])=[CH:17][C:16]([C:7]2[CH:8]=[CH:9][CH:10]=[CH:11][C:6]=2[C:5]2[NH:4][N:3]=[N:2][N:1]=2)=[CH:21][C:20]=1[NH:22][C:23]([NH:25][C:26]1[CH:31]=[CH:30][C:29]([CH3:32])=[CH:28][CH:27]=1)=[O:24])[CH:35]([CH3:37])[CH3:36]. (3) Reactant: Cl[C:2]1[C:11]2[C:6](=[N:7][CH:8]=[CH:9][N:10]=2)[N:5]=[CH:4][N:3]=1.[NH3:12]. Product: [N:5]1[C:6]2[C:11](=[N:10][CH:9]=[CH:8][N:7]=2)[C:2]([NH2:12])=[N:3][CH:4]=1. The catalyst class is: 3. (4) Reactant: [NH2:1][C:2]1[CH:31]=[CH:30][C:5]([CH2:6][CH2:7][NH:8][C:9]2[C:10]3[C:17]([C:18]4[CH:23]=[CH:22][CH:21]=[CH:20][CH:19]=4)=[C:16]([C:24]4[CH:29]=[CH:28][CH:27]=[CH:26][CH:25]=4)[O:15][C:11]=3[N:12]=[CH:13][N:14]=2)=[CH:4][CH:3]=1.[C:32]1([N:38]=[C:39]=[O:40])[CH:37]=[CH:36][CH:35]=[CH:34][CH:33]=1. Product: [C:18]1([C:17]2[C:10]3[C:9]([NH:8][CH2:7][CH2:6][C:5]4[CH:30]=[CH:31][C:2]([NH:1][C:39]([NH:38][C:32]5[CH:37]=[CH:36][CH:35]=[CH:34][CH:33]=5)=[O:40])=[CH:3][CH:4]=4)=[N:14][CH:13]=[N:12][C:11]=3[O:15][C:16]=2[C:24]2[CH:25]=[CH:26][CH:27]=[CH:28][CH:29]=2)[CH:23]=[CH:22][CH:21]=[CH:20][CH:19]=1. The catalyst class is: 10. (5) Reactant: [F:1][C:2]1[CH:3]=[C:4]([CH:10]=[CH:11][CH:12]=1)[CH:5]=[CH:6][C:7](O)=[O:8].CCN=C=NCCC[N:21]([CH3:23])C.Cl.C(N(CC)CC)C.N[O:33][CH3:34].Cl. Product: [F:1][C:2]1[CH:3]=[C:4]([CH:5]=[CH:6][C:7]([N:21]([O:33][CH3:34])[CH3:23])=[O:8])[CH:10]=[CH:11][CH:12]=1. The catalyst class is: 79.